From a dataset of Forward reaction prediction with 1.9M reactions from USPTO patents (1976-2016). Predict the product of the given reaction. The product is: [Br:1][C:2]1[CH:3]=[CH:4][C:5]([C:8]([NH:10][C:11]2[N:15]([CH3:16])[N:14]=[CH:13][C:12]=2[C:17]([OH:19])=[O:18])=[O:9])=[CH:6][CH:7]=1. Given the reactants [Br:1][C:2]1[CH:7]=[CH:6][C:5]([C:8]([NH:10][C:11]2[N:15]([CH3:16])[N:14]=[CH:13][C:12]=2[C:17]([O:19]CC)=[O:18])=[O:9])=[CH:4][CH:3]=1.[OH-].[K+].C1COCC1, predict the reaction product.